From a dataset of Full USPTO retrosynthesis dataset with 1.9M reactions from patents (1976-2016). Predict the reactants needed to synthesize the given product. (1) Given the product [C:27]([C:11]1[C:2]([CH3:1])=[C:3]2[C:8](=[CH:9][CH:10]=1)[CH2:7][N:6]([C:20]([O:22][C:23]([CH3:26])([CH3:25])[CH3:24])=[O:21])[CH2:5][CH2:4]2)#[N:28], predict the reactants needed to synthesize it. The reactants are: [CH3:1][C:2]1[C:11](OS(C(F)(F)F)(=O)=O)=[CH:10][CH:9]=[C:8]2[C:3]=1[CH2:4][CH2:5][N:6]([C:20]([O:22][C:23]([CH3:26])([CH3:25])[CH3:24])=[O:21])[CH2:7]2.[CH3:27][N:28](C=O)C. (2) Given the product [C:1]([O:8][CH:9]1[CH2:26][C:13]([CH3:12])([CH3:25])[N:14]([O:19][CH2:20][C:21]([OH:24])([CH3:23])[CH3:22])[C:15]([CH3:18])([CH3:17])[CH2:16]1)(=[O:7])[CH2:2][CH2:3][CH2:4][CH2:5][CH3:6], predict the reactants needed to synthesize it. The reactants are: [C:1]([O:8][CH3:9])(=[O:7])[CH2:2][CH2:3][CH2:4][CH2:5][CH3:6].OC1[CH2:16][C:15]([CH3:18])([CH3:17])[N:14]([O:19][CH2:20][C:21]([OH:24])([CH3:23])[CH3:22])[C:13]([CH3:26])([CH3:25])[CH2:12]1.[NH2-].[Li+].C1(C)C(C)=CC=CC=1. (3) Given the product [Br:1][C:2]1[C:3]([CH3:28])=[C:4]([C:15]([NH:18][S:19]([C:22]2[CH:27]=[CH:26][CH:25]=[CH:24][N:23]=2)(=[O:21])=[O:20])=[CH:16][CH:17]=1)[C:5]([OH:7])=[O:6], predict the reactants needed to synthesize it. The reactants are: [Br:1][C:2]1[C:3]([CH3:28])=[C:4]([C:15]([NH:18][S:19]([C:22]2[CH:27]=[CH:26][CH:25]=[CH:24][N:23]=2)(=[O:21])=[O:20])=[CH:16][CH:17]=1)[C:5]([O:7]CC1C=CC=CC=1)=[O:6]. (4) Given the product [F:17][C:14]1[CH:15]=[CH:16][C:11]([C@@H:9]([NH:8][C:6]2[N:7]=[C:2]([C:54]#[N:55])[CH:3]=[C:4]([NH:18][C:19]3[CH:24]=[N:23][CH:22]=[CH:21][N:20]=3)[N:5]=2)[CH3:10])=[CH:12][CH:13]=1, predict the reactants needed to synthesize it. The reactants are: Cl[C:2]1[N:7]=[C:6]([NH:8][C@H:9]([C:11]2[CH:16]=[CH:15][C:14]([F:17])=[CH:13][CH:12]=2)[CH3:10])[N:5]=[C:4]([NH:18][C:19]2[CH:24]=[N:23][CH:22]=[CH:21][N:20]=2)[CH:3]=1.C1(P(C2CCCCC2)C2C=CC=CC=2C2C(OC)=CC=CC=2OC)CCCCC1.[CH3:54][N:55](C)C=O. (5) Given the product [CH3:2][C:3]1[CH:4]=[CH:5][C:6]([CH2:9][C:10]2[NH:12][C:22](=[O:23])[C:21]([CH:20]([NH:19][C:16](=[O:18])[CH3:17])[CH3:28])=[N:14][N:11]=2)=[CH:7][CH:8]=1, predict the reactants needed to synthesize it. The reactants are: Cl.[CH3:2][C:3]1[CH:8]=[CH:7][C:6]([CH2:9][C:10]([NH2:12])=[NH:11])=[CH:5][CH:4]=1.O.[NH2:14]N.[C:16]([NH:19][CH:20]([CH3:28])[C:21](=O)[C:22](OCC)=[O:23])(=[O:18])[CH3:17]. (6) Given the product [CH3:18][C:16]1[CH:15]=[C:14]([CH3:19])[C:13]2[O:20][C:5]([NH2:8])=[N:11][C:12]=2[CH:17]=1, predict the reactants needed to synthesize it. The reactants are: BrC1C=C[C:5]([N:8]=C=S)=CC=1.[NH2:11][C:12]1[CH:17]=[C:16]([CH3:18])[CH:15]=[C:14]([CH3:19])[C:13]=1[OH:20].CCN=C=NCCCN(C)C. (7) Given the product [CH2:44]([O:51][C:52]1[CH:53]=[CH:54][C:55]([CH2:56][NH:57][CH2:58][C:7]2[CH:15]=[C:14]([O:16][CH3:17])[CH:13]=[C:12]3[C:8]=2[CH2:9][CH:10]([C:18]2[CH:23]=[CH:22][C:21]([O:24][CH3:25])=[CH:20][CH:19]=2)[CH2:11]3)=[CH:77][CH:78]=1)[C:45]1[CH:46]=[CH:47][CH:48]=[CH:49][CH:50]=1, predict the reactants needed to synthesize it. The reactants are: FC(F)(F)S(O[C:7]1[CH:15]=[C:14]([O:16][CH3:17])[CH:13]=[C:12]2[C:8]=1[CH2:9][CH:10]([C:18]1[CH:23]=[CH:22][C:21]([O:24][CH3:25])=[CH:20][CH:19]=1)[CH2:11]2)(=O)=O.C(OC1C=CC(CN)=CC=1)C1C=CC=CC=1.[CH2:44]([O:51][C:52]1[CH:78]=[CH:77][C:55]([CH2:56][NH:57][C:58]2C=C(OC)C=C3C=2CC(C2C=CC(OC)=CC=2)C3)=[CH:54][CH:53]=1)[C:45]1[CH:50]=[CH:49][CH:48]=[CH:47][CH:46]=1.